From a dataset of Reaction yield outcomes from USPTO patents with 853,638 reactions. Predict the reaction yield, written as a fraction of the theoretical maximum amount of product (1.0 means a 100% yield; for example, 0.34 means a 34% yield). (1) The reactants are [N+:1]([C:4]1[CH:5]=[C:6]([CH:14]=[CH:15][CH:16]=1)[O:7][CH2:8][C:9](OCC)=[O:10])([O-:3])=[O:2].Cl.CN.[CH:20]([N:23](C(C)C)CC)(C)C. The catalyst is CO.O. The product is [CH3:20][NH:23][C:9](=[O:10])[CH2:8][O:7][C:6]1[CH:14]=[CH:15][CH:16]=[C:4]([N+:1]([O-:3])=[O:2])[CH:5]=1. The yield is 0.950. (2) The reactants are [CH2:1]([O:3][C:4]([C@H:6]1[CH2:11][CH2:10][C@H:9]([C:12]2[CH:17]=[CH:16][CH:15]=[C:14](N)[N:13]=2)[CH2:8][CH2:7]1)=[O:5])[CH3:2].N1C=CC=CC=1.N([O-])=O.[Na+].[FH:29]. No catalyst specified. The product is [CH2:1]([O:3][C:4]([C@H:6]1[CH2:11][CH2:10][C@H:9]([C:12]2[CH:17]=[CH:16][CH:15]=[C:14]([F:29])[N:13]=2)[CH2:8][CH2:7]1)=[O:5])[CH3:2]. The yield is 0.510. (3) The reactants are [NH2:1][C:2]1[CH:3]=[C:4]2[C:8](=[CH:9][C:10]=1[N+:11]([O-:13])=[O:12])[C:7](=[O:14])[NH:6][C:5]2=[O:15].N[C:17]1[CH:18]=[N:19][CH:20]=[CH:21][CH:22]=1.N1C=CN=C1. The catalyst is C1(OC2C=CC=CC=2)C=CC=CC=1. The product is [NH2:1][C:2]1[CH:3]=[C:4]2[C:8](=[CH:9][C:10]=1[N+:11]([O-:13])=[O:12])[C:7](=[O:14])[N:6]([C:17]1[CH:18]=[N:19][CH:20]=[CH:21][CH:22]=1)[C:5]2=[O:15]. The yield is 0.622. (4) The reactants are [O:1]1[CH:5]=[CH:4][CH:3]=[C:2]1[CH:6]=O.[OH2:8].Cl.Cl.C1(N2[CH2:22][CH2:21][CH:20](N)CC2)CCCCC1.[CH2:24]([N:26]([CH2:29][CH3:30])[CH2:27][CH3:28])C.[C:31]([BH3-])#[N:32].[Na+].[OH-:35].[Na+].Cl[CH2:38]Cl. The catalyst is CO. The product is [C:21]([O:8][C:24]([N:26]1[CH2:29][CH2:30][CH:31]([NH:32][CH2:6][C:2]2[O:1][CH:5]=[CH:4][CH:3]=2)[CH2:28][CH2:27]1)=[O:35])([CH3:20])([CH3:22])[CH3:38]. The yield is 0.560. (5) The reactants are C(N(CC)C(C)C)(C)C.[CH3:10][C:11]1[CH:20]=[CH:19][C:18]2[C:13](=[C:14]([F:27])[CH:15]=[CH:16][C:17]=2[N:21]2[CH2:26][CH2:25][NH:24][CH2:23][CH2:22]2)[N:12]=1.CS(O[CH2:33][CH2:34][C:35]1[CH:40]=[CH:39][CH:38]=[C:37]([N+:41]([O-:43])=[O:42])[CH:36]=1)(=O)=O. The catalyst is CN(C)C=O. The product is [F:27][C:14]1[CH:15]=[CH:16][C:17]([N:21]2[CH2:26][CH2:25][N:24]([CH2:33][CH2:34][C:35]3[CH:40]=[CH:39][CH:38]=[C:37]([N+:41]([O-:43])=[O:42])[CH:36]=3)[CH2:23][CH2:22]2)=[C:18]2[C:13]=1[N:12]=[C:11]([CH3:10])[CH:20]=[CH:19]2. The yield is 0.460.